Dataset: Forward reaction prediction with 1.9M reactions from USPTO patents (1976-2016). Task: Predict the product of the given reaction. (1) Given the reactants O1[CH2:3][CH2:2]1.P(=O)([O-])O[CH2:6]CBr.P(=O)([O-])O[CH2:13][O:14]S(C(F)(F)F)(=O)=O.[NH2:24][C@H:25]([C:33]([OH:35])=[O:34])[CH2:26][C:27]1C=CC=CC=1, predict the reaction product. The product is: [CH3:6][CH:26]([CH3:27])[CH:25]([NH:24][CH2:2][CH2:3][CH:13]=[O:14])[C:33]([OH:35])=[O:34]. (2) Given the reactants CCN(C(C)C)C(C)C.[NH2:10][C:11]1[C:19]2[C:14](=[N:15][C:16]([CH3:24])=[CH:17][C:18]=2[C:20]([F:23])([F:22])[F:21])[S:13][C:12]=1[C:25]([OH:27])=O.CN(C(ON1N=NC2C=CC=NC1=2)=[N+](C)C)C.F[P-](F)(F)(F)(F)F.Cl.[CH:53]1([CH2:59][CH2:60][NH2:61])[CH2:58][CH2:57][CH2:56][CH2:55][CH2:54]1, predict the reaction product. The product is: [NH2:10][C:11]1[C:19]2[C:14](=[N:15][C:16]([CH3:24])=[CH:17][C:18]=2[C:20]([F:21])([F:22])[F:23])[S:13][C:12]=1[C:25]([NH:61][CH2:60][CH2:59][CH:53]1[CH2:58][CH2:57][CH2:56][CH2:55][CH2:54]1)=[O:27]. (3) Given the reactants [CH3:1][O:2][C:3]1[CH:4]=[C:5]([CH:17]=[CH:18][C:19]=1[O:20][CH3:21])[CH2:6][C:7](=[O:16])[C:8]1[CH:13]=[CH:12][C:11]([OH:14])=[C:10]([CH3:15])[CH:9]=1.B(F)(F)F.C[CH2:27][O:28]CC.CS(Cl)(=O)=O, predict the reaction product. The product is: [CH3:1][O:2][C:3]1[CH:4]=[C:5]([CH:17]=[CH:18][C:19]=1[O:20][CH3:21])[C:6]1[C:7](=[O:16])[C:8]2[C:9](=[C:10]([CH3:15])[C:11]([OH:14])=[CH:12][CH:13]=2)[O:28][CH:27]=1. (4) Given the reactants [CH3:1][S:2]([C:5]1[CH:6]=[C:7]([C:11]2[C:12]3[N:13]([N:17]=[C:18]([NH2:20])[N:19]=3)[CH:14]=[CH:15][CH:16]=2)[CH:8]=[CH:9][CH:10]=1)(=[O:4])=[O:3].Br[C:22]1[CH:27]=[CH:26][C:25]([N:28]2[CH2:33][CH2:32][N:31]([CH3:34])[CH2:30][CH2:29]2)=[CH:24][CH:23]=1.C1(P(C2CCCCC2)C2C=CC=CC=2C2C=CC=CC=2P(C2CCCCC2)C2CCCCC2)CCCCC1, predict the reaction product. The product is: [CH3:1][S:2]([C:5]1[CH:6]=[C:7]([C:11]2[C:12]3[N:13]([N:17]=[C:18]([NH:20][C:22]4[CH:23]=[CH:24][C:25]([N:28]5[CH2:33][CH2:32][N:31]([CH3:34])[CH2:30][CH2:29]5)=[CH:26][CH:27]=4)[N:19]=3)[CH:14]=[CH:15][CH:16]=2)[CH:8]=[CH:9][CH:10]=1)(=[O:3])=[O:4]. (5) Given the reactants [CH2:1]([O:3][C:4](=[O:20])[CH2:5][S:6]([C:9]1[CH:14]=[CH:13][C:12]([O:15][CH2:16][C:17]#[C:18][CH3:19])=[CH:11][CH:10]=1)(=[O:8])=[O:7])[CH3:2].C(=O)([O-])[O-].[K+].[K+].[CH2:27]1O[CH2:31][CH2:30][O:29][CH2:28][CH2:27]O[CH2:31][CH2:30][O:29][CH2:28][CH2:27]O[CH2:31][CH2:30][O:29][CH2:28]1.ClCCOCCCl, predict the reaction product. The product is: [CH2:16]([O:15][C:12]1[CH:11]=[CH:10][C:9]([S:6]([C:5]2([C:4]([O:3][CH2:1][CH3:2])=[O:20])[CH2:31][CH2:30][O:29][CH2:28][CH2:27]2)(=[O:7])=[O:8])=[CH:14][CH:13]=1)[C:17]#[C:18][CH3:19]. (6) Given the reactants [H-].[Na+].[Br:3][C:4]1[CH:9]=[CH:8][C:7]([N:10]2[C:21]3[C:13](=[C:14]4[N:18]([C:19](=[O:22])[CH:20]=3)[CH2:17][CH2:16][CH2:15]4)[NH:12][C:11]2=[O:23])=[C:6]([F:24])[CH:5]=1.[CH:25]1([S:28](Cl)(=[O:30])=[O:29])[CH2:27][CH2:26]1, predict the reaction product. The product is: [Br:3][C:4]1[CH:9]=[CH:8][C:7]([N:10]2[C:21]3[C:13](=[C:14]4[N:18]([C:19](=[O:22])[CH:20]=3)[CH2:17][CH2:16][CH2:15]4)[N:12]([S:28]([CH:25]3[CH2:27][CH2:26]3)(=[O:30])=[O:29])[C:11]2=[O:23])=[C:6]([F:24])[CH:5]=1. (7) Given the reactants [N+:1]([C:4]1[N:9]=[CH:8][C:7]([N:10]2[CH2:15][CH2:14][O:13][CH2:12][CH2:11]2)=[CH:6][CH:5]=1)([O-])=O.[Cl-].[NH4+], predict the reaction product. The product is: [O:13]1[CH2:14][CH2:15][N:10]([C:7]2[CH:6]=[CH:5][C:4]([NH2:1])=[N:9][CH:8]=2)[CH2:11][CH2:12]1. (8) Given the reactants [I:1][C:2]1[CH:3]=[C:4]([C:8]([OH:10])=O)[NH:5][C:6]=1[CH3:7].C(N1C=CN=C1)([N:13]1C=CN=C1)=O.[OH-].[NH4+], predict the reaction product. The product is: [I:1][C:2]1[CH:3]=[C:4]([C:8]([NH2:13])=[O:10])[NH:5][C:6]=1[CH3:7]. (9) Given the reactants [Br:1][C:2]1[CH:3]=[CH:4][C:5]2[O:9][CH:8]=[C:7]([C:10]([O:12][CH3:13])=[O:11])[C:6]=2[CH:14]=1.[Mg].Cl, predict the reaction product. The product is: [Br:1][C:2]1[CH:3]=[CH:4][C:5]2[O:9][CH2:8][CH:7]([C:10]([O:12][CH3:13])=[O:11])[C:6]=2[CH:14]=1.